This data is from Full USPTO retrosynthesis dataset with 1.9M reactions from patents (1976-2016). The task is: Predict the reactants needed to synthesize the given product. The reactants are: [CH3:1][C:2]1[C:6]2[CH:7]=[C:8]([C:11]([OH:13])=O)[CH:9]=[CH:10][C:5]=2[O:4][N:3]=1.C1N=CN(C(N2C=NC=C2)=O)C=1.[CH2:26]([O:28][C:29](=[O:34])[CH2:30]C([O-])=O)[CH3:27].[K+].C(N(CC)CC)C.[Mg+2].[Cl-].[Cl-]. Given the product [CH3:1][C:2]1[C:6]2[CH:7]=[C:8]([C:11](=[O:13])[CH2:30][C:29]([O:28][CH2:26][CH3:27])=[O:34])[CH:9]=[CH:10][C:5]=2[O:4][N:3]=1, predict the reactants needed to synthesize it.